Dataset: Full USPTO retrosynthesis dataset with 1.9M reactions from patents (1976-2016). Task: Predict the reactants needed to synthesize the given product. (1) Given the product [CH3:8][N:5]1[CH2:6][CH2:7][CH:2]([O:1][CH2:17][C:16]2[CH:19]=[CH:20][CH:21]=[C:14]([N+:11]([O-:13])=[O:12])[CH:15]=2)[CH2:3][CH2:4]1, predict the reactants needed to synthesize it. The reactants are: [OH:1][CH:2]1[CH2:7][CH2:6][N:5]([CH3:8])[CH2:4][CH2:3]1.[OH-].[Na+].[N+:11]([C:14]1[CH:15]=[C:16]([CH:19]=[CH:20][CH:21]=1)[CH2:17]Cl)([O-:13])=[O:12]. (2) Given the product [Cl:1][C:2]1[CH:7]=[CH:6][C:5](/[CH:8]=[CH:9]/[C:10]([NH:12][C@@H:13]([CH2:28][C:29]2[CH:34]=[CH:33][CH:32]=[CH:31][N:30]=2)[C:14]([NH:16][CH2:17][C:18]([OH:20])=[O:19])=[O:15])=[O:11])=[CH:4][CH:3]=1, predict the reactants needed to synthesize it. The reactants are: [Cl:1][C:2]1[CH:7]=[CH:6][C:5](/[CH:8]=[CH:9]/[C:10]([NH:12][C@@H:13]([CH2:28][C:29]2[CH:34]=[CH:33][CH:32]=[CH:31][N:30]=2)[C:14]([NH:16][CH2:17][C:18]([O:20]CC2C=CC=CC=2)=[O:19])=[O:15])=[O:11])=[CH:4][CH:3]=1.[OH-].[Na+]. (3) Given the product [C:8]([O:12][C:13](=[O:14])[NH:15][CH2:16][CH2:17][CH2:18][CH2:19][CH2:20][C:21](=[O:22])[NH:1][C:2]1[CH:3]=[N:4][CH:5]=[CH:6][CH:7]=1)([CH3:11])([CH3:9])[CH3:10], predict the reactants needed to synthesize it. The reactants are: [NH2:1][C:2]1[CH:3]=[N:4][CH:5]=[CH:6][CH:7]=1.[C:8]([O:12][C:13]([NH:15][CH2:16][CH2:17][CH2:18][CH2:19][CH2:20][C:21](O)=[O:22])=[O:14])([CH3:11])([CH3:10])[CH3:9].Cl.CCN(C(C)C)C(C)C. (4) Given the product [CH3:1][O:2][C:3]1[CH:8]=[CH:7][C:6]([N:9]2[CH2:14][CH2:13][CH2:12][CH2:11][CH2:10]2)=[C:5]([NH2:15])[CH:4]=1, predict the reactants needed to synthesize it. The reactants are: [CH3:1][O:2][C:3]1[CH:8]=[CH:7][C:6]([N:9]2[CH2:14][CH2:13][CH2:12][CH2:11][CH2:10]2)=[C:5]([N+:15]([O-])=O)[CH:4]=1.[Sn](Cl)(Cl)(Cl)Cl.[OH-].[Na+]. (5) Given the product [OH:39][C:1]([C:4]1[CH:9]=[CH:8][C:7]([C:10]2[C:11]([C:16]([NH:18][C:19]3[CH:20]=[C:21]4[C:25](=[CH:26][CH:27]=3)[N:24]([C:28](=[O:36])[CH2:29][C:30]3[CH:35]=[CH:34][CH:33]=[CH:32][N:31]=3)[CH2:23][CH2:22]4)=[O:17])=[CH:12][CH:13]=[CH:14][CH:15]=2)=[CH:6][CH:5]=1)([CH3:3])[CH3:2], predict the reactants needed to synthesize it. The reactants are: [C:1]([C:4]1[CH:9]=[CH:8][C:7]([C:10]2[C:11]([C:16]([NH:18][C:19]3[CH:20]=[C:21]4[C:25](=[CH:26][CH:27]=3)[N:24]([C:28](=[O:36])[CH2:29][C:30]3[CH:35]=[CH:34][CH:33]=[CH:32][N:31]=3)[CH2:23][CH2:22]4)=[O:17])=[CH:12][CH:13]=[CH:14][CH:15]=2)=[CH:6][CH:5]=1)([CH3:3])=[CH2:2].Cl.C[OH:39].